From a dataset of Catalyst prediction with 721,799 reactions and 888 catalyst types from USPTO. Predict which catalyst facilitates the given reaction. (1) Reactant: [H-].[H-].[H-].[H-].[Li+].[Al+3].[O:7]1[C:11]2([CH2:16][CH2:15][C:14](=[O:17])[CH2:13][CH2:12]2)[O:10][CH2:9][CH2:8]1.O.O.O.O.O.O.O.O.O.O.S([O-])([O-])(=O)=O.[Na+].[Na+]. Product: [O:7]1[C:11]2([CH2:16][CH2:15][CH:14]([OH:17])[CH2:13][CH2:12]2)[O:10][CH2:9][CH2:8]1. The catalyst class is: 1. (2) Reactant: C[O:2][C:3]([C:5]1[N:6]([CH2:19][CH3:20])[N:7]=[C:8]([NH:10][CH2:11][C:12]2[CH:17]=[CH:16][C:15]([F:18])=[CH:14][CH:13]=2)[CH:9]=1)=O.[AlH4-].[Li+].O.O.O.O.O.O.O.O.O.O.S([O-])([O-])(=O)=O.[Na+].[Na+]. Product: [CH2:19]([N:6]1[C:5]([CH:3]=[O:2])=[CH:9][C:8]([NH:10][CH2:11][C:12]2[CH:13]=[CH:14][C:15]([F:18])=[CH:16][CH:17]=2)=[N:7]1)[CH3:20]. The catalyst class is: 7. (3) Reactant: [F:1][C:2]1[CH:3]=[C:4]([CH2:10][CH2:11][NH2:12])[CH:5]=[CH:6][C:7]=1[O:8]C. Product: [NH2:12][CH2:11][CH2:10][C:4]1[CH:5]=[CH:6][C:7]([OH:8])=[C:2]([F:1])[CH:3]=1. The catalyst class is: 201. (4) Reactant: [Br:1][C:2]1[CH:9]=[C:8]([F:10])[CH:7]=[CH:6][C:3]=1[CH:4]=[O:5].[N+:11]([O-])([O-:13])=[O:12].[K+]. Product: [Br:1][C:2]1[CH:9]=[C:8]([F:10])[C:7]([N+:11]([O-:13])=[O:12])=[CH:6][C:3]=1[CH:4]=[O:5]. The catalyst class is: 82. (5) Reactant: [C:1]([O:8][CH2:9][CH3:10])(=[O:7])[C:2]([O:4]CC)=O.[O-]CC.[Na+].[N+:15]([C:18]1[CH:23]=[CH:22][CH:21]=[C:20]([N+:24]([O-:26])=[O:25])[C:19]=1[CH3:27])([O-:17])=[O:16].Cl. Product: [N+:15]([C:18]1[CH:23]=[CH:22][CH:21]=[C:20]([N+:24]([O-:26])=[O:25])[C:19]=1[CH2:27][C:2](=[O:4])[C:1]([O:8][CH2:9][CH3:10])=[O:7])([O-:17])=[O:16]. The catalyst class is: 8. (6) Reactant: [CH:1]1([C:4]2[NH:24][C:7]3[N:8]=[N:9][C:10]([CH2:12][CH2:13][CH2:14][CH2:15][N:16]4[CH:20]=[C:19]([C:21]([OH:23])=[O:22])[N:18]=[N:17]4)=[CH:11][C:6]=3[CH:5]=2)[CH2:3][CH2:2]1.[Br:25]Br. Product: [Br:25][C:5]1[C:6]2[CH:11]=[C:10]([CH2:12][CH2:13][CH2:14][CH2:15][N:16]3[CH:20]=[C:19]([C:21]([OH:23])=[O:22])[N:18]=[N:17]3)[N:9]=[N:8][C:7]=2[NH:24][C:4]=1[CH:1]1[CH2:3][CH2:2]1. The catalyst class is: 158.